Predict the reactants needed to synthesize the given product. From a dataset of Full USPTO retrosynthesis dataset with 1.9M reactions from patents (1976-2016). (1) Given the product [CH:21]1([NH:17][C:13]([C:7]2[C:6]3[C:10](=[CH:11][CH:12]=[C:4]([N+:1]([O-:3])=[O:2])[CH:5]=3)[NH:9][N:8]=2)=[O:15])[CH2:22][CH2:23][CH2:24][CH2:25][CH2:20]1, predict the reactants needed to synthesize it. The reactants are: [N+:1]([C:4]1[CH:5]=[C:6]2[C:10](=[CH:11][CH:12]=1)[NH:9][N:8]=[C:7]2[C:13]([OH:15])=O)([O-:3])=[O:2].O[N:17]1[C:21]2[CH:22]=[CH:23][CH:24]=[CH:25][C:20]=2N=N1.Cl.C(N=C=NCCCN(C)C)C.C1(N)CCCCC1. (2) Given the product [F:1][C:2]1[CH:23]=[CH:22][C:5]2[NH:6][C:7]([C@H:11]([NH:10][C:9]([NH:47][C@H:48]3[CH2:53][CH2:52][C@H:51]([OH:54])[CH2:50][CH2:49]3)=[O:21])[CH2:12][C:13]3[CH:18]=[CH:17][C:16]([O:19][CH3:20])=[CH:15][CH:14]=3)=[N:8][C:4]=2[CH:3]=1, predict the reactants needed to synthesize it. The reactants are: [F:1][C:2]1[CH:23]=[CH:22][C:5]2[N:6]=[C:7]3[C@@H:11]([CH2:12][C:13]4[CH:18]=[CH:17][C:16]([O:19][CH3:20])=[CH:15][CH:14]=4)[NH:10][C:9](=[O:21])[N:8]3[C:4]=2[CH:3]=1.FC1C=CC2N3C(=O)N[C@H](CC4C=CC(OC)=CC=4)C3=NC=2C=1.[NH2:47][C@H:48]1[CH2:53][CH2:52][C@H:51]([OH:54])[CH2:50][CH2:49]1.C(O)(C(F)(F)F)=O.